This data is from Catalyst prediction with 721,799 reactions and 888 catalyst types from USPTO. The task is: Predict which catalyst facilitates the given reaction. (1) Reactant: [F:1][C:2]1([F:35])[CH2:7][CH2:6][CH:5]([N:8]([CH2:33][CH3:34])[C:9]2[C:24]3[CH2:23][CH:22]=[CH:21][CH2:20][CH2:19][C:18]4[CH:25]=[C:26]([CH3:31])[N:27]=[C:28]([O:29]C)[C:17]=4[CH2:16][NH:15][C:14](=[O:32])[C:13]=3[CH:12]=[CH:11][CH:10]=2)[CH2:4][CH2:3]1.FC(F)(F)C([O-])=O.Cl. Product: [F:35][C:2]1([F:1])[CH2:3][CH2:4][CH:5]([N:8]([CH2:33][CH3:34])[C:9]2[C:24]3[CH2:23][CH:22]=[CH:21][CH2:20][CH2:19][C:18]4[CH:25]=[C:26]([CH3:31])[NH:27][C:28](=[O:29])[C:17]=4[CH2:16][NH:15][C:14](=[O:32])[C:13]=3[CH:12]=[CH:11][CH:10]=2)[CH2:6][CH2:7]1. The catalyst class is: 169. (2) Reactant: CO[C:3]1[CH:12]=[CH:11][C:10]2[C:5](=[CH:6][CH:7]=[CH:8][CH:9]=2)[C:4]=1[C:13]([O:15][CH3:16])=[O:14].[F:17][C:18]([F:34])([F:33])[C:19]1[CH:24]=[CH:23][C:22](B2OCC(C)(C)CO2)=[CH:21][CH:20]=1. Product: [F:17][C:18]([F:34])([F:33])[C:19]1[CH:24]=[CH:23][C:22]([C:3]2[CH:12]=[CH:11][C:10]3[C:5](=[CH:6][CH:7]=[CH:8][CH:9]=3)[C:4]=2[C:13]([O:15][CH3:16])=[O:14])=[CH:21][CH:20]=1. The catalyst class is: 11. (3) Reactant: COC[O:4][CH2:5][C@@H:6]1[C:10]([C:11]([O:13][C:14](C)(C)C)=[O:12])=[CH:9][CH2:8][N:7]1[C:18]([O:20][CH2:21][CH:22]=[CH2:23])=[O:19].Cl.CO.N1C(C)=CC=CC=1C.[Si:35](OS(C(F)(F)F)(=O)=O)([C:38]([CH3:41])([CH3:40])[CH3:39])([CH3:37])[CH3:36].C[Si](C=[N+]=[N-])(C)C.CCCCCC.Cl. The catalyst class is: 442. Product: [Si:35]([O:4][CH2:5][C@@H:6]1[C:10]([C:11]([O:13][CH3:14])=[O:12])=[CH:9][CH2:8][N:7]1[C:18]([O:20][CH2:21][CH:22]=[CH2:23])=[O:19])([C:38]([CH3:41])([CH3:40])[CH3:39])([CH3:37])[CH3:36]. (4) Reactant: [Cl:1][C:2]1[N:7]=[C:6]([N:8]2[CH2:12][CH2:11][C@:10]([CH:15]3[CH2:17][CH2:16]3)([C:13]#[N:14])[C:9]2=[O:18])[CH:5]=[CH:4][N:3]=1.[NH2:19][C:20]1[CH:25]=[CH:24][C:23]([C:26]2([C:29]([OH:31])=[O:30])[CH2:28][CH2:27]2)=[CH:22][CH:21]=1.C(O)(=O)C. Product: [ClH:1].[C:13]([C@@:10]1([CH:15]2[CH2:17][CH2:16]2)[CH2:11][CH2:12][N:8]([C:6]2[CH:5]=[CH:4][N:3]=[C:2]([NH:19][C:20]3[CH:21]=[CH:22][C:23]([C:26]4([C:29]([OH:31])=[O:30])[CH2:28][CH2:27]4)=[CH:24][CH:25]=3)[N:7]=2)[C:9]1=[O:18])#[N:14]. The catalyst class is: 41. (5) Reactant: [CH3:1][O:2][C:3]1[CH:8]=[CH:7][CH:6]=[CH:5][C:4]=1[CH:9]1[CH2:14][CH2:13][CH2:12][CH2:11][C:10]1=[O:15].[Br:16]Br. Product: [Br:16][CH:11]1[CH2:12][CH2:13][CH2:14][CH:9]([C:4]2[CH:5]=[CH:6][CH:7]=[CH:8][C:3]=2[O:2][CH3:1])[C:10]1=[O:15]. The catalyst class is: 22. (6) Product: [C:15]([O:7][CH2:1][C:2]1[O:6][CH:5]=[CH:4][CH:3]=1)(=[O:18])[CH:16]=[CH2:17]. Reactant: [CH2:1]([OH:7])[C:2]1[O:6][CH:5]=[CH:4][CH:3]=1.C(N(CC)CC)C.[C:15](Cl)(=[O:18])[CH:16]=[CH2:17]. The catalyst class is: 266. (7) Product: [CH3:9][CH2:10][CH2:12][CH2:13][CH2:14][CH2:15][CH2:5][CH2:3][CH3:7]. The catalyst class is: 318. Reactant: OC[C:3]([CH3:7])([CH2:5]O)C.O.[CH3:9][C:10]([CH3:12])=O.[CH3:13][CH:14](O)[CH3:15]. (8) Product: [O:2]=[C:3]1[NH:8][CH:7]=[C:6]([CH2:9][NH:10][C:11]2[CH:37]=[CH:36][CH:35]=[CH:34][C:12]=2[C:13]([NH:15][C:16]2[CH:21]=[CH:20][C:19]([CH2:22][N:23]3[CH2:28][CH2:27][N:26]([CH3:29])[CH2:25][CH2:24]3)=[C:18]([C:30]([F:33])([F:32])[F:31])[CH:17]=2)=[O:14])[CH:5]=[CH:4]1. The catalyst class is: 6. Reactant: C[O:2][C:3]1[N:8]=[CH:7][C:6]([CH2:9][NH:10][C:11]2[CH:37]=[CH:36][CH:35]=[CH:34][C:12]=2[C:13]([NH:15][C:16]2[CH:21]=[CH:20][C:19]([CH2:22][N:23]3[CH2:28][CH2:27][N:26]([CH3:29])[CH2:25][CH2:24]3)=[C:18]([C:30]([F:33])([F:32])[F:31])[CH:17]=2)=[O:14])=[CH:5][CH:4]=1.[Si](Cl)(C)(C)C.N[C@H](C(O)=O)CC1C=C2C(C=CC=C2)=CC=1. (9) Product: [CH:2]([C:5]1[CH:6]=[CH:7][C:8]([CH2:9][NH:10][C:11]([C@H:13]2[CH2:18][N:17]([C:59](=[S:60])[NH2:58])[CH2:16][CH2:15][N:14]2[S:19]([C:22]2[CH:27]=[CH:26][C:25]([C:28]([F:31])([F:29])[F:30])=[CH:24][CH:23]=2)(=[O:21])=[O:20])=[O:12])=[CH:32][CH:33]=1)([CH3:4])[CH3:3]. Reactant: Cl.[CH:2]([C:5]1[CH:33]=[CH:32][C:8]([CH2:9][NH:10][C:11]([C@H:13]2[CH2:18][NH:17][CH2:16][CH2:15][N:14]2[S:19]([C:22]2[CH:27]=[CH:26][C:25]([C:28]([F:31])([F:30])[F:29])=[CH:24][CH:23]=2)(=[O:21])=[O:20])=[O:12])=[CH:7][CH:6]=1)([CH3:4])[CH3:3].C(N(CC)CC)C.C1C2C(COC([N:58]=[C:59]=[S:60])=O)C3C(=CC=CC=3)C=2C=CC=1.N1CCCCC1. The catalyst class is: 22. (10) Reactant: [NH2:1][C:2]1[CH:3]=[C:4]([SH:8])[CH:5]=[CH:6][CH:7]=1.C[S:10]([CH3:12])=O.O. Product: [NH2:1][C:2]1[CH:7]=[CH:6][CH:5]=[C:4]([S:8][S:10][C:12]2[CH:3]=[C:2]([CH:7]=[CH:6][CH:5]=2)[NH2:1])[CH:3]=1. The catalyst class is: 170.